This data is from In vitro SARS-CoV-2 activity screen of 1,480 approved drugs from Prestwick library. The task is: Binary Classification. Given a drug SMILES string, predict its activity (active/inactive) in a high-throughput screening assay against a specified biological target. (1) The result is 0 (inactive). The drug is CCCC[N+]1(C)[C@H]2CC(OC(=O)[C@H](CO)c3ccccc3)C[C@@H]1[C@H]1O[C@@H]21.[Br-]. (2) The compound is CC1COc2c(N3CCN(C)CC3)c(F)cc3c(=O)c(C(=O)O)cn1c23. The result is 0 (inactive). (3) The result is 0 (inactive). The molecule is O=c1[nH]c(=O)n([C@H]2C[C@H](O)[C@@H](CO)O2)cc1F.